Dataset: Experimentally validated miRNA-target interactions with 360,000+ pairs, plus equal number of negative samples. Task: Binary Classification. Given a miRNA mature sequence and a target amino acid sequence, predict their likelihood of interaction. The miRNA is hsa-miR-548f-5p with sequence UGCAAAAGUAAUCACAGUUUUU. The protein sequence of the target gene is MAAVTVNSAKRGLRAELKQRLRALSAEERLRQSLLLTQKVIAHNQYQNSKRISIFLSMQDEVETEVIIKDIFKQGKICFIPRYQFQSNHMDMVRLTSSEEIALLPKTSWNIHQPGEGDVREEALSTGGLDLIFLPGLGFDKDGNRLGRGKGYYDTYLKRCVQHQEVKPYTMALAFKEQICPQIPVDEHDMKVDEVLYEDSPAS. Result: 0 (no interaction).